Task: Predict which catalyst facilitates the given reaction.. Dataset: Catalyst prediction with 721,799 reactions and 888 catalyst types from USPTO (1) Reactant: [NH2:1][C:2]1[CH:7]=[CH:6][CH:5]=[CH:4][C:3]=1[NH:8][C:9]([CH:11]1[CH2:14][CH:13]([O:15][CH2:16][C:17]2[CH:22]=[CH:21][CH:20]=[CH:19][CH:18]=2)[CH2:12]1)=O. Product: [CH2:16]([O:15][CH:13]1[CH2:14][CH:11]([C:9]2[NH:8][C:3]3[CH:4]=[CH:5][CH:6]=[CH:7][C:2]=3[N:1]=2)[CH2:12]1)[C:17]1[CH:22]=[CH:21][CH:20]=[CH:19][CH:18]=1. The catalyst class is: 15. (2) Reactant: C(OC([NH:8][C@@H:9]([C:11]1[C:12]([F:43])=[C:13]([C:17]2[CH:22]=[C:21]([S:23]([CH3:26])(=[O:25])=[O:24])[CH:20]=[C:19]([CH2:27][O:28][C:29]3[CH:34]=[CH:33][CH:32]=[CH:31][C:30]=3[CH2:35][C:36]([O:38]C(C)(C)C)=[O:37])[CH:18]=2)[CH:14]=[CH:15][CH:16]=1)[CH3:10])=O)(C)(C)C.Cl. Product: [NH2:8][C@@H:9]([C:11]1[C:12]([F:43])=[C:13]([C:17]2[CH:22]=[C:21]([S:23]([CH3:26])(=[O:25])=[O:24])[CH:20]=[C:19]([CH2:27][O:28][C:29]3[CH:34]=[CH:33][CH:32]=[CH:31][C:30]=3[CH2:35][C:36]([OH:38])=[O:37])[CH:18]=2)[CH:14]=[CH:15][CH:16]=1)[CH3:10]. The catalyst class is: 269. (3) Product: [CH:1]1([NH:4][C:5](=[O:47])[NH:6][C:7]2[CH:45]=[CH:44][C:10]([O:11][C:12]3[CH:17]=[CH:16][N:15]=[C:14]4[CH:18]=[C:19]([C:21]5[N:26]=[CH:25][C:24]([CH2:27][N:28]6[CH2:29][CH2:30][CH:31]([NH:34][C:35](=[O:43])[NH:36][CH2:37][C:38]([OH:40])=[O:39])[CH2:32][CH2:33]6)=[CH:23][CH:22]=5)[S:20][C:13]=34)=[C:9]([F:46])[CH:8]=2)[CH2:3][CH2:2]1. Reactant: [CH:1]1([NH:4][C:5](=[O:47])[NH:6][C:7]2[CH:45]=[CH:44][C:10]([O:11][C:12]3[CH:17]=[CH:16][N:15]=[C:14]4[CH:18]=[C:19]([C:21]5[N:26]=[CH:25][C:24]([CH2:27][N:28]6[CH2:33][CH2:32][CH:31]([NH:34][C:35](=[O:43])[NH:36][CH2:37][C:38]([O:40]CC)=[O:39])[CH2:30][CH2:29]6)=[CH:23][CH:22]=5)[S:20][C:13]=34)=[C:9]([F:46])[CH:8]=2)[CH2:3][CH2:2]1.[OH-].[Na+]. The catalyst class is: 5.